This data is from Peptide-MHC class I binding affinity with 185,985 pairs from IEDB/IMGT. The task is: Regression. Given a peptide amino acid sequence and an MHC pseudo amino acid sequence, predict their binding affinity value. This is MHC class I binding data. (1) The peptide sequence is SIDHCSSFIV. The MHC is HLA-A02:02 with pseudo-sequence HLA-A02:02. The binding affinity (normalized) is 0.524. (2) The peptide sequence is VHHNISVTI. The MHC is Mamu-B17 with pseudo-sequence Mamu-B17. The binding affinity (normalized) is 0.547.